From a dataset of NCI-60 drug combinations with 297,098 pairs across 59 cell lines. Regression. Given two drug SMILES strings and cell line genomic features, predict the synergy score measuring deviation from expected non-interaction effect. (1) Drug 1: CC1C(C(=O)NC(C(=O)N2CCCC2C(=O)N(CC(=O)N(C(C(=O)O1)C(C)C)C)C)C(C)C)NC(=O)C3=C4C(=C(C=C3)C)OC5=C(C(=O)C(=C(C5=N4)C(=O)NC6C(OC(=O)C(N(C(=O)CN(C(=O)C7CCCN7C(=O)C(NC6=O)C(C)C)C)C)C(C)C)C)N)C. Drug 2: C1=NC2=C(N=C(N=C2N1C3C(C(C(O3)CO)O)F)Cl)N. Cell line: KM12. Synergy scores: CSS=-2.53, Synergy_ZIP=-1.07, Synergy_Bliss=-3.25, Synergy_Loewe=-7.51, Synergy_HSA=-4.75. (2) Drug 1: CN(C(=O)NC(C=O)C(C(C(CO)O)O)O)N=O. Drug 2: CC(C)CN1C=NC2=C1C3=CC=CC=C3N=C2N. Cell line: T-47D. Synergy scores: CSS=11.1, Synergy_ZIP=-3.28, Synergy_Bliss=0.580, Synergy_Loewe=5.46, Synergy_HSA=1.76. (3) Drug 1: CC1=CC2C(CCC3(C2CCC3(C(=O)C)OC(=O)C)C)C4(C1=CC(=O)CC4)C. Drug 2: CNC(=O)C1=NC=CC(=C1)OC2=CC=C(C=C2)NC(=O)NC3=CC(=C(C=C3)Cl)C(F)(F)F. Cell line: KM12. Synergy scores: CSS=57.0, Synergy_ZIP=3.59, Synergy_Bliss=-1.79, Synergy_Loewe=-33.1, Synergy_HSA=-1.13. (4) Drug 1: C1=NC2=C(N=C(N=C2N1C3C(C(C(O3)CO)O)O)F)N. Drug 2: CCCCCOC(=O)NC1=NC(=O)N(C=C1F)C2C(C(C(O2)C)O)O. Cell line: MDA-MB-231. Synergy scores: CSS=6.64, Synergy_ZIP=-2.90, Synergy_Bliss=1.37, Synergy_Loewe=-13.2, Synergy_HSA=-2.53. (5) Drug 1: CC1=C(C=C(C=C1)NC(=O)C2=CC=C(C=C2)CN3CCN(CC3)C)NC4=NC=CC(=N4)C5=CN=CC=C5. Drug 2: CCC1(CC2CC(C3=C(CCN(C2)C1)C4=CC=CC=C4N3)(C5=C(C=C6C(=C5)C78CCN9C7C(C=CC9)(C(C(C8N6C)(C(=O)OC)O)OC(=O)C)CC)OC)C(=O)OC)O.OS(=O)(=O)O. Cell line: NCIH23. Synergy scores: CSS=4.71, Synergy_ZIP=4.48, Synergy_Bliss=13.8, Synergy_Loewe=5.14, Synergy_HSA=5.12. (6) Drug 1: C1CC(=O)NC(=O)C1N2CC3=C(C2=O)C=CC=C3N. Drug 2: CCCCCOC(=O)NC1=NC(=O)N(C=C1F)C2C(C(C(O2)C)O)O. Cell line: SF-295. Synergy scores: CSS=0.303, Synergy_ZIP=-3.22, Synergy_Bliss=-5.85, Synergy_Loewe=-5.52, Synergy_HSA=-4.87.